This data is from Catalyst prediction with 721,799 reactions and 888 catalyst types from USPTO. The task is: Predict which catalyst facilitates the given reaction. (1) Reactant: [CH3:1][O:2][S:3]([C:6]1[CH:11]=[CH:10][CH:9]=[CH:8][C:7]=1[N+:12]([O-])=O)(=[O:5])=[O:4].O.O.Cl[Sn]Cl. Product: [CH3:1][O:2][S:3]([C:6]1[CH:11]=[CH:10][CH:9]=[CH:8][C:7]=1[NH2:12])(=[O:4])=[O:5]. The catalyst class is: 15. (2) Reactant: [C:1]([O:7][C:8]([CH3:11])([CH3:10])[CH3:9])(=[O:6])[CH2:2][C:3]([CH3:5])=[O:4].[H-].[Na+].C([Li])CCC.Br[CH2:20][C:21]1[CH:26]=[CH:25][C:24]([C:27]2[CH:32]=[CH:31][CH:30]=[CH:29][CH:28]=2)=[CH:23][CH:22]=1.Cl. Product: [C:8]([O:7][C:1](=[O:6])[CH2:2][C:3](=[O:4])[CH2:5][CH2:20][C:21]1[CH:26]=[CH:25][C:24]([C:27]2[CH:28]=[CH:29][CH:30]=[CH:31][CH:32]=2)=[CH:23][CH:22]=1)([CH3:11])([CH3:10])[CH3:9]. The catalyst class is: 7. (3) Reactant: [CH2:1]([C:5]1([CH2:18][CH2:19][C:20](=[O:22])[CH3:21])[CH2:13][C:12]2[C:7](=[CH:8][CH:9]=[C:10]([O:15][CH3:16])[C:11]=2[CH3:14])[C:6]1=O)[CH2:2][CH2:3][CH3:4].C(O)(=O)C.N1CCCC1. Product: [CH2:1]([C:5]12[CH2:18][CH2:19][C:20](=[O:22])[CH:21]=[C:6]1[C:7]1[C:12](=[C:11]([CH3:14])[C:10]([O:15][CH3:16])=[CH:9][CH:8]=1)[CH2:13]2)[CH2:2][CH2:3][CH3:4]. The catalyst class is: 691. (4) Reactant: Cl[C:2]1[C:11]([C:12]2[CH:17]=[CH:16][CH:15]=[CH:14][CH:13]=2)=[C:10]([Cl:18])[C:9]2[C:4](=[CH:5][CH:6]=[C:7]([F:19])[CH:8]=2)[N:3]=1.[CH2:20]([Zn]CC)[CH3:21].C([O-])([O-])=O.[K+].[K+]. Product: [Cl:18][C:10]1[C:9]2[C:4](=[CH:5][CH:6]=[C:7]([F:19])[CH:8]=2)[N:3]=[C:2]([CH2:20][CH3:21])[C:11]=1[C:12]1[CH:17]=[CH:16][CH:15]=[CH:14][CH:13]=1. The catalyst class is: 1.